Dataset: Forward reaction prediction with 1.9M reactions from USPTO patents (1976-2016). Task: Predict the product of the given reaction. (1) Given the reactants [Br:1][C:2]1[CH:3]=[C:4]2[C:8](=[CH:9][CH:10]=1)[NH:7][C:6](=[O:11])[CH:5]2[C:12]1[C:13]2[C:14](=[N:19][N:20]([CH:22]3[CH2:26][CH2:25][CH2:24][CH2:23]3)[CH:21]=2)[N:15]=[C:16]([Cl:18])[N:17]=1.[C:27]([N:34](C)[CH2:35][CH2:36][NH2:37])(OC(C)(C)C)=O, predict the reaction product. The product is: [ClH:18].[Br:1][C:2]1[CH:3]=[C:4]2[C:8](=[CH:9][CH:10]=1)[NH:7][C:6](=[O:11])[CH:5]2[C:12]1[C:13]2[C:14](=[N:19][N:20]([CH:22]3[CH2:26][CH2:25][CH2:24][CH2:23]3)[CH:21]=2)[N:15]=[C:16]([NH:37][CH2:36][CH2:35][NH:34][CH3:27])[N:17]=1. (2) Given the reactants S(=O)(=O)(O)O.[Br:6][C:7]1[CH:8]=[C:9]([O:17][CH3:18])[C:10]([OH:16])=[C:11]([CH:15]=1)[C:12]([OH:14])=[O:13].CO.[C:21](OCC)(=O)C, predict the reaction product. The product is: [CH3:21][O:13][C:12](=[O:14])[C:11]1[CH:15]=[C:7]([Br:6])[CH:8]=[C:9]([O:17][CH3:18])[C:10]=1[OH:16].